This data is from Catalyst prediction with 721,799 reactions and 888 catalyst types from USPTO. The task is: Predict which catalyst facilitates the given reaction. (1) Reactant: S1[C:5](=S)[CH2:4][NH:3][C:2]1=[S:7].[Br:8][C:9]1[CH:10]=[C:11]([CH:19]=[CH:20][C:21]=1[F:22])[CH2:12][C:13]1[CH:18]=[CH:17][N:16]=[CH:15][CH:14]=1.Cl.Cl.[F:25][C:26]([F:31])([CH2:29][NH2:30])[CH2:27][NH2:28].C(N(C(C)C)CC)(C)C. Product: [F:25][C:26]1([F:31])[CH2:29][N:30]2[C:2](=[S:7])[NH:3][CH2:4][C:5]2=[N:28][CH2:27]1.[Br:8][C:9]1[CH:10]=[C:11]([CH:19]=[CH:20][C:21]=1[F:22])[CH2:12][C:13]1[CH:14]=[CH:15][N:16]=[CH:17][CH:18]=1. The catalyst class is: 8. (2) Reactant: [CH2:1]([N:8]1[CH2:29][CH2:28][C:11]2([N:15]([CH2:16][CH2:17][C:18]3[CH:23]=[CH:22][C:21]([O:24][CH3:25])=[CH:20][CH:19]=3)[C:14](=[O:26])[NH:13][C:12]2=[O:27])[CH2:10][CH2:9]1)[C:2]1[CH:7]=[CH:6][CH:5]=[CH:4][CH:3]=1.[CH:30]1([CH2:33]Br)[CH2:32][CH2:31]1.[I-].[Na+].C(=O)([O-])[O-].[Cs+].[Cs+]. Product: [CH2:1]([N:8]1[CH2:9][CH2:10][C:11]2([N:15]([CH2:16][CH2:17][C:18]3[CH:19]=[CH:20][C:21]([O:24][CH3:25])=[CH:22][CH:23]=3)[C:14](=[O:26])[N:13]([CH2:33][CH:30]3[CH2:32][CH2:31]3)[C:12]2=[O:27])[CH2:28][CH2:29]1)[C:2]1[CH:7]=[CH:6][CH:5]=[CH:4][CH:3]=1. The catalyst class is: 10.